From a dataset of Full USPTO retrosynthesis dataset with 1.9M reactions from patents (1976-2016). Predict the reactants needed to synthesize the given product. (1) Given the product [Si:1]([O:18][CH2:19][CH2:20][C@H:21]([O:24][C:25]1[CH:30]=[CH:29][CH:28]=[CH:27][C:26]=1[C:31]1[CH:32]=[C:33]([F:41])[C:34]([C:37]([OH:39])=[O:38])=[N:35][CH:36]=1)[CH2:22][CH3:23])([C:14]([CH3:16])([CH3:17])[CH3:15])([C:8]1[CH:13]=[CH:12][CH:11]=[CH:10][CH:9]=1)[C:2]1[CH:7]=[CH:6][CH:5]=[CH:4][CH:3]=1, predict the reactants needed to synthesize it. The reactants are: [Si:1]([O:18][CH2:19][CH2:20][C@H:21]([O:24][C:25]1[CH:30]=[CH:29][CH:28]=[CH:27][C:26]=1[C:31]1[CH:32]=[C:33]([F:41])[C:34]([C:37]([O:39]C)=[O:38])=[N:35][CH:36]=1)[CH2:22][CH3:23])([C:14]([CH3:17])([CH3:16])[CH3:15])([C:8]1[CH:13]=[CH:12][CH:11]=[CH:10][CH:9]=1)[C:2]1[CH:7]=[CH:6][CH:5]=[CH:4][CH:3]=1.[OH-].[Na+].C(O)(=O)CC(CC(O)=O)(C(O)=O)O. (2) Given the product [Cl:8][C:6]1[CH:5]=[C:4]([C:9]2[CH:13]=[C:12]([NH:14][CH2:26][CH2:27][C:28]([O:30][CH3:31])=[O:29])[N:11]([C:15]3[CH:24]=[CH:23][C:22]4[C:17](=[CH:18][CH:19]=[CH:20][CH:21]=4)[CH:16]=3)[N:10]=2)[CH:3]=[C:2]([Cl:1])[CH:7]=1, predict the reactants needed to synthesize it. The reactants are: [Cl:1][C:2]1[CH:3]=[C:4]([C:9]2[CH:13]=[C:12]([NH2:14])[N:11]([C:15]3[CH:24]=[CH:23][C:22]4[C:17](=[CH:18][CH:19]=[CH:20][CH:21]=4)[CH:16]=3)[N:10]=2)[CH:5]=[C:6]([Cl:8])[CH:7]=1.Br[CH2:26][CH2:27][C:28]([O:30][CH3:31])=[O:29].C(=O)([O-])[O-].[K+].[K+].[I-].[Na+]. (3) The reactants are: Cl.[NH:2]([C:6]1[CH:14]=[CH:13][C:9]([C:10](Cl)=[O:11])=[CH:8][CH:7]=1)[C:3]([NH2:5])=[NH:4].[C:15]([O:19][C:20](=[O:42])[CH2:21][C:22]1([C:35]([O:37][C:38]([CH3:41])([CH3:40])[CH3:39])=[O:36])[O:26][N:25]=[C:24]([C:27]2[CH:32]=[C:31]([CH3:33])[CH:30]=[C:29]([OH:34])[CH:28]=2)[CH2:23]1)([CH3:18])([CH3:17])[CH3:16].N1C=CC=CC=1.C(=O)(O)[O-].[Na+]. Given the product [C:15]([O:19][C:20](=[O:42])[CH2:21][C:22]1([C:35]([O:37][C:38]([CH3:41])([CH3:40])[CH3:39])=[O:36])[O:26][N:25]=[C:24]([C:27]2[CH:32]=[C:31]([CH3:33])[CH:30]=[C:29]([O:34][C:10](=[O:11])[C:9]3[CH:8]=[CH:7][C:6]([NH:2][C:3]([NH2:5])=[NH:4])=[CH:14][CH:13]=3)[CH:28]=2)[CH2:23]1)([CH3:17])([CH3:18])[CH3:16], predict the reactants needed to synthesize it. (4) Given the product [NH3:7].[CH2:1]([N:7]1[CH2:12][CH2:11][C:10]([CH3:27])([C:13]2[CH:18]=[CH:17][CH:16]=[C:15]([CH:29]=[CH2:30])[CH:14]=2)[CH:9]([CH3:28])[CH2:8]1)[CH2:2][CH2:3][CH2:4][CH2:5][CH3:6], predict the reactants needed to synthesize it. The reactants are: [CH2:1]([N:7]1[CH2:12][CH2:11][C:10]([CH3:27])([C:13]2[CH:18]=[CH:17][CH:16]=[C:15](OS(C(F)(F)F)(=O)=O)[CH:14]=2)[CH:9]([CH3:28])[CH2:8]1)[CH2:2][CH2:3][CH2:4][CH2:5][CH3:6].[CH:29]([Sn](CCCC)(CCCC)CCCC)=[CH2:30].[Cl-].[Li+].C(C1C=C(C)C=C(C(C)(C)C)C=1O)(C)(C)C. (5) Given the product [C:1]([O:5][C:6]([N:8]1[C:16]2[C:11](=[CH:12][CH:13]=[CH:14][CH:15]=2)[C:10]([CH2:17][O:18][C:28](=[O:35])[CH2:29][CH2:30][CH2:31][CH2:32][CH2:33][CH3:34])=[CH:9]1)=[O:7])([CH3:4])([CH3:2])[CH3:3], predict the reactants needed to synthesize it. The reactants are: [C:1]([O:5][C:6]([N:8]1[C:16]2[C:11](=[CH:12][CH:13]=[CH:14][CH:15]=2)[C:10]([CH2:17][OH:18])=[CH:9]1)=[O:7])([CH3:4])([CH3:3])[CH3:2].CC1C=CN=C(N)C=1C.[C:28](O[C:28](=[O:35])[CH2:29][CH2:30][CH2:31][CH2:32][CH2:33][CH3:34])(=[O:35])[CH2:29][CH2:30][CH2:31][CH2:32][CH2:33][CH3:34].C(O)(=O)CC(CC(O)=O)(C(O)=O)O. (6) Given the product [CH2:12]([N:11]1[C:7]2[CH:6]=[C:5]([CH2:3][OH:2])[CH:15]=[CH:14][C:8]=2[N:9]=[N:10]1)[CH3:13], predict the reactants needed to synthesize it. The reactants are: C[O:2][C:3]([C:5]1[CH:15]=[CH:14][C:8]2[N:9]=[N:10][N:11]([CH2:12][CH3:13])[C:7]=2[CH:6]=1)=O.[BH4-].[Li+].[Cl-].[NH4+].